This data is from Full USPTO retrosynthesis dataset with 1.9M reactions from patents (1976-2016). The task is: Predict the reactants needed to synthesize the given product. (1) Given the product [CH3:7][O:6][CH:5]([O:8][CH3:9])[CH2:4][C:3]1[N:10]=[C:18]([C:15]2[CH:14]=[CH:13][C:12]([F:11])=[CH:17][N:16]=2)[O:1][N:2]=1, predict the reactants needed to synthesize it. The reactants are: [OH:1][NH:2][C:3](=[NH:10])[CH2:4][CH:5]([O:8][CH3:9])[O:6][CH3:7].[F:11][C:12]1[CH:13]=[CH:14][C:15]([C:18](O)=O)=[N:16][CH:17]=1.C(N1C=CN=C1)(N1C=CN=C1)=O.O. (2) Given the product [Si:28]([O:27][C@H:17]1[CH2:18][CH2:19][C@@:20]2([CH3:21])[C@@H:15]([CH2:14][CH2:13][C:12]3[C:11]4[C@:25]([CH3:26])([CH2:24][CH2:23][C:22]=32)[C@@H:8]([C@H:6]([CH3:7])[CH2:5][CH2:4][C:3]([OH:37])=[O:2])[CH2:9][CH:10]=4)[C:16]1([CH3:35])[CH3:36])([C:31]([CH3:34])([CH3:32])[CH3:33])([CH3:30])[CH3:29], predict the reactants needed to synthesize it. The reactants are: C[O:2][C:3](=[O:37])[CH2:4][CH2:5][C@H:6]([C@@H:8]1[C@:25]2([CH3:26])[C:11]([C:12]3[CH2:13][CH2:14][C@@H:15]4[C@:20]([C:22]=3[CH2:23][CH2:24]2)([CH3:21])[CH2:19][CH2:18][C@H:17]([O:27][Si:28]([C:31]([CH3:34])([CH3:33])[CH3:32])([CH3:30])[CH3:29])[C:16]4([CH3:36])[CH3:35])=[CH:10][CH2:9]1)[CH3:7].[OH-].[Na+]. (3) Given the product [CH2:30]([CH:25]([CH2:26][CH2:27][CH2:28][CH3:29])[CH2:24][Si:5]1([CH2:4][CH:3]([CH2:1][CH3:2])[CH2:32][CH2:33][CH2:34][CH3:35])[C:9]2[CH:10]=[CH:11][S:12][C:8]=2[C:7]2[S:17][CH:18]=[CH:19][C:6]1=2)[CH3:31], predict the reactants needed to synthesize it. The reactants are: [CH2:1]([CH:3]([CH2:32][CH2:33][CH2:34][CH3:35])[CH2:4][Si:5]1([CH2:24][CH:25]([CH2:30][CH3:31])[CH2:26][CH2:27][CH2:28][CH3:29])[C:9]2[CH:10]=[C:11]([Si](C)(C)C)[S:12][C:8]=2[C:7]2[S:17][C:18]([Si](C)(C)C)=[CH:19][C:6]1=2)[CH3:2].FC(F)(F)C(O)=O.O.